From a dataset of Reaction yield outcomes from USPTO patents with 853,638 reactions. Predict the reaction yield, written as a fraction of the theoretical maximum amount of product (1.0 means a 100% yield; for example, 0.34 means a 34% yield). (1) The reactants are Br([O-])(=O)=O.[Na+].[CH3:6][C:7]1[CH:14]=[CH:13][C:10]([CH2:11][OH:12])=[CH:9][CH:8]=1.CC[O:17]CC. The catalyst is C(#N)C.O. The product is [CH3:6][C:7]1[CH:14]=[CH:13][C:10]([C:11]([OH:17])=[O:12])=[CH:9][CH:8]=1. The yield is 0.960. (2) The reactants are [Br:1]N1C(=O)CCC1=O.[CH:9]1([O:13][C:14]2[CH:23]=[C:22]([F:24])[C:21]([F:25])=[C:20]3[C:15]=2[CH2:16][CH2:17][C@H:18]([CH3:26])[NH:19]3)[CH2:12][CH2:11][CH2:10]1. The catalyst is C(#N)C.ClCCl. The product is [Br:1][C:23]1[C:14]([O:13][CH:9]2[CH2:10][CH2:11][CH2:12]2)=[C:15]2[C:20](=[C:21]([F:25])[C:22]=1[F:24])[NH:19][C@@H:18]([CH3:26])[CH2:17][CH2:16]2. The yield is 0.810. (3) The reactants are B(F)(F)F.CCOCC.[OH:10][C:11]1[C:20]([CH3:21])=[C:19]2[C:14]([CH:15]=[C:16]([NH:23][C:24](=[O:33])[O:25][CH2:26][C:27]3[CH:32]=[CH:31][CH:30]=[CH:29][CH:28]=3)[C:17](=[O:22])[O:18]2)=[CH:13][C:12]=1[O:34][CH3:35].ClC(Cl)(Cl)C(=N)O[C@H:40]1[C@@H:45]2[O:46][C:47](=[O:49])[O:48][C@@H:44]2[C@@H:43]([O:50][CH3:51])[C:42]([CH3:53])([CH3:52])[O:41]1.C(N(CC)CC)C. The catalyst is C(Cl)Cl. The product is [CH3:35][O:34][C:12]1[CH:13]=[C:14]2[C:19](=[C:20]([CH3:21])[C:11]=1[O:10][C@H:40]1[C@@H:45]3[O:46][C:47](=[O:49])[O:48][C@@H:44]3[C@@H:43]([O:50][CH3:51])[C:42]([CH3:53])([CH3:52])[O:41]1)[O:18][C:17](=[O:22])[C:16]([NH:23][C:24](=[O:33])[O:25][CH2:26][C:27]1[CH:32]=[CH:31][CH:30]=[CH:29][CH:28]=1)=[CH:15]2. The yield is 0.950. (4) The reactants are Cl.C([NH:6][S:7]([C:10]1[C:11]([C:16]2[CH:21]=[CH:20][C:19]([NH:22][CH2:23][C:24]3[CH:25]=[N:26][C:27]([CH3:33])=[C:28]([OH:32])[C:29]=3[CH2:30][OH:31])=[CH:18][CH:17]=2)=[CH:12][CH:13]=[CH:14][CH:15]=1)(=[O:9])=[O:8])(C)(C)C. The catalyst is CO. The product is [OH:32][C:28]1[C:29]([CH2:30][OH:31])=[C:24]([CH2:23][NH:22][C:19]2[CH:18]=[CH:17][C:16]([C:11]3[C:10]([S:7]([NH2:6])(=[O:9])=[O:8])=[CH:15][CH:14]=[CH:13][CH:12]=3)=[CH:21][CH:20]=2)[CH:25]=[N:26][C:27]=1[CH3:33]. The yield is 0.250.